The task is: Predict the reaction yield, written as a fraction of the theoretical maximum amount of product (1.0 means a 100% yield; for example, 0.34 means a 34% yield).. This data is from Reaction yield outcomes from USPTO patents with 853,638 reactions. The reactants are CN(C(ON1N=NC2C=CC=NC1=2)=[N+](C)C)C.F[P-](F)(F)(F)(F)F.Cl.Cl.Cl.[Cl:28][C:29]1[N:34]=[CH:33][C:32]([C:35]2[NH:39][C:38]([C@@H:40]3[CH2:44][CH2:43][CH2:42][NH:41]3)=[N:37][CH:36]=2)=[CH:31][N:30]=1.[N:45]1[CH:50]=[CH:49][CH:48]=[C:47]([CH2:51][C:52](O)=[O:53])[CH:46]=1.CCN(C(C)C)C(C)C. The catalyst is CN(C=O)C. The product is [Cl:28][C:29]1[N:34]=[CH:33][C:32]([C:35]2[NH:39][C:38]([C@@H:40]3[CH2:44][CH2:43][CH2:42][N:41]3[C:52](=[O:53])[CH2:51][C:47]3[CH:46]=[N:45][CH:50]=[CH:49][CH:48]=3)=[N:37][CH:36]=2)=[CH:31][N:30]=1. The yield is 0.250.